From a dataset of Forward reaction prediction with 1.9M reactions from USPTO patents (1976-2016). Predict the product of the given reaction. (1) Given the reactants [F:1][C:2]1[CH:7]=[C:6]([F:8])[CH:5]=[CH:4][C:3]=1[C:9]1[C:17]2[O:16][CH:15]([CH2:18][NH2:19])[CH2:14][C:13]=2[CH:12]=[CH:11][CH:10]=1.C(N(C(C)C)CC)(C)C.Cl[C:30]([O:32][CH2:33][C:34]1[CH:39]=[CH:38][CH:37]=[CH:36][CH:35]=1)=[O:31].C(OC(=O)NCC1CC2C=CC=C(C3CCCC3)C=2O1)C1C=CC=CC=1, predict the reaction product. The product is: [F:1][C:2]1[CH:7]=[C:6]([F:8])[CH:5]=[CH:4][C:3]=1[C:9]1[C:17]2[O:16][CH:15]([CH2:18][NH:19][C:30](=[O:31])[O:32][CH2:33][C:34]3[CH:39]=[CH:38][CH:37]=[CH:36][CH:35]=3)[CH2:14][C:13]=2[CH:12]=[CH:11][CH:10]=1. (2) Given the reactants [CH3:1][O:2][C:3]([C:5]1[CH:14]=[C:13](Cl)[C:12]2[C:7](=[C:8]([O:16][CH3:17])[CH:9]=[CH:10][CH:11]=2)[N:6]=1)=[O:4].CO[C:20]1[CH:25]=[CH:24][C:23](B(O)O)=[CH:22][CH:21]=1.C1(B(O)O)C=CC=CC=1, predict the reaction product. The product is: [CH3:1][O:2][C:3]([C:5]1[CH:14]=[C:13]([C:20]2[CH:25]=[CH:24][CH:23]=[CH:22][CH:21]=2)[C:12]2[C:7](=[C:8]([O:16][CH3:17])[CH:9]=[CH:10][CH:11]=2)[N:6]=1)=[O:4]. (3) The product is: [F:19][C:20]1[CH:25]=[CH:24][CH:23]=[CH:22][C:21]=1[C:2]1[CH:3]=[N:4][C:5]2[N:6]([CH:8]=[C:9]([CH2:11][O:12][C:13]3[CH:18]=[CH:17][CH:16]=[CH:15][CH:14]=3)[N:10]=2)[CH:7]=1. Given the reactants Br[C:2]1[CH:3]=[N:4][C:5]2[N:6]([CH:8]=[C:9]([CH2:11][O:12][C:13]3[CH:18]=[CH:17][CH:16]=[CH:15][CH:14]=3)[N:10]=2)[CH:7]=1.[F:19][C:20]1[CH:25]=[CH:24][CH:23]=[CH:22][C:21]=1B(O)O.C(=O)([O-])[O-].[Na+].[Na+], predict the reaction product. (4) Given the reactants [CH2:1]([O:8][C:9](=[O:29])[NH:10][CH2:11][CH:12]([N:18]1C(=O)C2C(=CC=CC=2)C1=O)[CH2:13][O:14][CH:15]([CH3:17])[CH3:16])[C:2]1[CH:7]=[CH:6][CH:5]=[CH:4][CH:3]=1.CN, predict the reaction product. The product is: [NH2:18][CH:12]([CH2:13][O:14][CH:15]([CH3:17])[CH3:16])[CH2:11][NH:10][C:9](=[O:29])[O:8][CH2:1][C:2]1[CH:7]=[CH:6][CH:5]=[CH:4][CH:3]=1. (5) Given the reactants [CH:1]([C:3]1[CH:4]=[CH:5][C:6]([NH:9][C:10](=[O:15])[C:11]([CH3:14])([CH3:13])[CH3:12])=[N:7][CH:8]=1)=[CH2:2], predict the reaction product. The product is: [CH2:1]([C:3]1[CH:4]=[CH:5][C:6]([NH:9][C:10](=[O:15])[C:11]([CH3:14])([CH3:13])[CH3:12])=[N:7][CH:8]=1)[CH3:2]. (6) Given the reactants [OH-].[Na+].C1COCC1.[Cl:8][C:9]1[CH:14]=[C:13]([NH:15][CH2:16][C:17]2[C:22]([CH3:23])=[CH:21][C:20]([C:24]([F:27])([F:26])[F:25])=[CH:19][C:18]=2[C:28]2[CH:29]=[CH:30][C:31]([C:34]([NH:36][CH2:37][CH2:38][C:39]([O:41]CC)=[O:40])=[O:35])=[N:32][CH:33]=2)[CH:12]=[CH:11][C:10]=1[C:44]1[CH:49]=[CH:48][C:47]([C:50]([F:53])([F:52])[F:51])=[CH:46][CH:45]=1.Cl, predict the reaction product. The product is: [Cl:8][C:9]1[CH:14]=[C:13]([NH:15][CH2:16][C:17]2[C:22]([CH3:23])=[CH:21][C:20]([C:24]([F:26])([F:27])[F:25])=[CH:19][C:18]=2[C:28]2[CH:29]=[CH:30][C:31]([C:34]([NH:36][CH2:37][CH2:38][C:39]([OH:41])=[O:40])=[O:35])=[N:32][CH:33]=2)[CH:12]=[CH:11][C:10]=1[C:44]1[CH:45]=[CH:46][C:47]([C:50]([F:53])([F:51])[F:52])=[CH:48][CH:49]=1. (7) The product is: [CH3:64][O:63][C:62](=[O:65])[NH:61][C@@H:58]1[CH:59]2[C:48](=[O:47])[CH2:49][C@H:50]([C:66]3[NH:67][C:68]([C:71]4[CH:72]=[CH:73][C:74]([C:77]5[CH:86]=[N:85][C:84]6[C:79](=[CH:80][CH:81]=[C:82]([C:87]7[NH:91][C:90]([C@@H:92]8[CH2:96][CH2:95][CH2:94][N:93]8[C:7](=[O:9])[C@@H:6]([NH:5][C:3]([O:2][CH3:1])=[O:4])[CH:10]([CH3:12])[CH3:11])=[N:89][CH:88]=7)[CH:83]=6)[N:78]=5)=[CH:75][CH:76]=4)=[CH:69][N:70]=3)[CH2:51][N:52]3[C:60]2=[C:55]([CH:54]=[CH:53]3)[CH2:56][CH2:57]1. Given the reactants [CH3:1][O:2][C:3]([NH:5][C@@H:6]([CH:10]([CH3:12])[CH3:11])[C:7]([OH:9])=O)=[O:4].CN(C(ON1N=NC2C=CC=NC1=2)=[N+](C)C)C.F[P-](F)(F)(F)(F)F.CCN(C(C)C)C(C)C.Cl.[O:47]=[C:48]1[CH:59]2[C:60]3[N:52]([CH:53]=[CH:54][C:55]=3[CH2:56][CH2:57][C@@H:58]2[NH:61][C:62](=[O:65])[O:63][CH3:64])[CH2:51][C@@H:50]([C:66]2[NH:67][C:68]([C:71]3[CH:76]=[CH:75][C:74]([C:77]4[CH:86]=[N:85][C:84]5[C:79](=[CH:80][CH:81]=[C:82]([C:87]6[NH:91][C:90]([C@@H:92]7[CH2:96][CH2:95][CH2:94][NH:93]7)=[N:89][CH:88]=6)[CH:83]=5)[N:78]=4)=[CH:73][CH:72]=3)=[CH:69][N:70]=2)[CH2:49]1, predict the reaction product.